Dataset: Full USPTO retrosynthesis dataset with 1.9M reactions from patents (1976-2016). Task: Predict the reactants needed to synthesize the given product. (1) Given the product [CH3:2][O:3][C:4](=[O:13])[C@H:5]([NH:6][C:14]([O:15][C:16]([CH3:19])([CH3:18])[CH3:17])=[O:20])[C:7]1[CH:12]=[CH:11][C:10]([OH:23])=[CH:9][CH:8]=1, predict the reactants needed to synthesize it. The reactants are: Cl.[CH3:2][O:3][C:4](=[O:13])[C@@H:5]([C:7]1[CH:12]=[CH:11][CH:10]=[CH:9][CH:8]=1)[NH2:6].[C:14](=O)([O-:20])[O:15][C:16]([CH3:19])([CH3:18])[CH3:17].C(=O)([O-])[O:23]C(C)(C)C.C(N(CC)CC)C. (2) Given the product [Br:1][C:2]1[C:7]([CH3:8])=[CH:6][N:5]=[CH:4][C:3]=1[CH3:10], predict the reactants needed to synthesize it. The reactants are: [Br:1][C:2]1[C:7]([CH3:8])=[CH:6][N+:5]([O-])=[CH:4][C:3]=1[CH3:10].C1(P(C2C=CC=CC=2)C2C=CC=CC=2)C=CC=CC=1.C1(C)C=CC=CC=1. (3) The reactants are: [F:1][C:2]1[CH:7]=[CH:6][C:5](/[CH:8]=[CH:9]/[C:10]([O:12]CC)=[O:11])=[CH:4][C:3]=1[NH:15][C:16]([C:18]1[C:27]2[C:22](=[CH:23][CH:24]=[CH:25][CH:26]=2)[CH:21]=[C:20]([C:28]2[CH:33]=[C:32]([OH:34])[CH:31]=[C:30]([F:35])[CH:29]=2)[CH:19]=1)=[O:17].O[Li].O. Given the product [F:1][C:2]1[CH:7]=[CH:6][C:5](/[CH:8]=[CH:9]/[C:10]([OH:12])=[O:11])=[CH:4][C:3]=1[NH:15][C:16]([C:18]1[C:27]2[C:22](=[CH:23][CH:24]=[CH:25][CH:26]=2)[CH:21]=[C:20]([C:28]2[CH:33]=[C:32]([OH:34])[CH:31]=[C:30]([F:35])[CH:29]=2)[CH:19]=1)=[O:17], predict the reactants needed to synthesize it.